From a dataset of Reaction yield outcomes from USPTO patents with 853,638 reactions. Predict the reaction yield, written as a fraction of the theoretical maximum amount of product (1.0 means a 100% yield; for example, 0.34 means a 34% yield). (1) The reactants are [NH2:1][C:2]([CH3:43])([CH3:42])[C:3]([NH:5][CH:6]([CH2:31][O:32][CH2:33][C:34]1[CH:39]=[CH:38][C:37]([F:40])=[CH:36][C:35]=1[F:41])[C:7](=[O:30])[N:8]1[CH2:13][CH2:12][C:11]2=[N:14][N:15]([CH2:18][C:19]([F:22])([F:21])[F:20])[C:16](=[O:17])[C:10]2([CH2:23][C:24]2[CH:29]=[CH:28][CH:27]=[CH:26][N:25]=2)[CH2:9]1)=[O:4].[C:44]([OH:53])(=[O:52])[C@@H:45]([C@H:47]([C:49]([OH:51])=[O:50])[OH:48])[OH:46]. The catalyst is CO. The product is [C:49]([C@@H:47]([C@H:45]([C:44]([OH:53])=[O:52])[OH:46])[OH:48])([OH:51])=[O:50].[NH2:1][C:2]([CH3:43])([CH3:42])[C:3]([NH:5][CH:6]([CH2:31][O:32][CH2:33][C:34]1[CH:39]=[CH:38][C:37]([F:40])=[CH:36][C:35]=1[F:41])[C:7](=[O:30])[N:8]1[CH2:13][CH2:12][C:11]2=[N:14][N:15]([CH2:18][C:19]([F:22])([F:21])[F:20])[C:16](=[O:17])[C:10]2([CH2:23][C:24]2[CH:29]=[CH:28][CH:27]=[CH:26][N:25]=2)[CH2:9]1)=[O:4]. The yield is 0.760. (2) The reactants are C(O[C:6](=O)[N:7]([C:9]1[CH:14]=[C:13]([CH3:15])[C:12]([CH2:16][CH2:17][S:18]([N:21]2[CH2:40][CH2:39][C:24]3([N:28]=[C:27]([CH:29]4[CH2:34][CH2:33][C:32](=[C:35]([CH3:37])[CH3:36])[CH2:31][CH2:30]4)[NH:26][C:25]3=[O:38])[CH2:23][CH2:22]2)(=[O:20])=[O:19])=[C:11]([CH3:41])[CH:10]=1)C)(C)(C)C.B(F)(F)F.CCOCC. The catalyst is ClCCl. The product is [CH3:15][C:13]1[CH:14]=[C:9]([NH:7][CH3:6])[CH:10]=[C:11]([CH3:41])[C:12]=1[CH2:16][CH2:17][S:18]([N:21]1[CH2:22][CH2:23][C:24]2([N:28]=[C:27]([CH:29]3[CH2:34][CH2:33][C:32](=[C:35]([CH3:37])[CH3:36])[CH2:31][CH2:30]3)[NH:26][C:25]2=[O:38])[CH2:39][CH2:40]1)(=[O:19])=[O:20]. The yield is 0.920.